This data is from Forward reaction prediction with 1.9M reactions from USPTO patents (1976-2016). The task is: Predict the product of the given reaction. (1) Given the reactants [Br:1][C:2]1[N:6]=[C:5]([O:7][CH2:8][CH2:9][CH3:10])[NH:4][C:3]=1[CH:11]=[O:12].[C:13]([O:17][C:18]([C:20]1[C:21]([C:26]2[CH:31]=[CH:30][C:29]([CH2:32]Br)=[C:28]([F:34])[CH:27]=2)=[CH:22][CH:23]=[CH:24][CH:25]=1)=[O:19])([CH3:16])([CH3:15])[CH3:14].C(=O)([O-])[O-].[K+].[K+], predict the reaction product. The product is: [C:13]([O:17][C:18]([C:20]1[C:21]([C:26]2[CH:31]=[CH:30][C:29]([CH2:32][N:4]3[C:3]([CH:11]=[O:12])=[C:2]([Br:1])[N:6]=[C:5]3[O:7][CH2:8][CH2:9][CH3:10])=[C:28]([F:34])[CH:27]=2)=[CH:22][CH:23]=[CH:24][CH:25]=1)=[O:19])([CH3:16])([CH3:15])[CH3:14]. (2) The product is: [CH3:12][O:11][C:10]1[C:9]2[C:13](=[O:14])[NH:52][N:51]=[C:18]([C:19]([O:21][CH3:22])=[O:20])[C:8]=2[N:5]2[CH2:6][CH2:7][N:2]([CH3:1])[C:3](=[O:24])[C:4]=12. Given the reactants [CH3:1][N:2]1[CH2:7][CH2:6][N:5]2[C:8]([C:18](=O)[C:19]([O:21][CH3:22])=[O:20])=[C:9]([C:13](OCC)=[O:14])[C:10]([O:11][CH3:12])=[C:4]2[C:3]1=[O:24].C(OC(NCC(N(CC(OC)OC)C)=O)=O)C1C=CC=CC=1.C(O)(=O)C.[NH2:51][NH2:52], predict the reaction product. (3) Given the reactants [C:1]1([C:35]2[CH:40]=[CH:39][CH:38]=[CH:37][CH:36]=2)[CH:6]=[CH:5][C:4]([N:7]([C:23]2[CH:28]=[CH:27][C:26]([C:29]3[CH:34]=[CH:33][CH:32]=[CH:31][CH:30]=3)=[CH:25][CH:24]=2)[C:8]2[C:20]3[C:19]4[C:14](=[CH:15][CH:16]=[CH:17][CH:18]=4)[C:13]([CH3:22])([CH3:21])[C:12]=3[CH:11]=[CH:10][CH:9]=2)=[CH:3][CH:2]=1.[Br:41]N1C(=O)CCC1=O.O.C(OCC)(=O)C, predict the reaction product. The product is: [C:1]1([C:35]2[CH:36]=[CH:37][CH:38]=[CH:39][CH:40]=2)[CH:2]=[CH:3][C:4]([N:7]([C:23]2[CH:28]=[CH:27][C:26]([C:29]3[CH:30]=[CH:31][CH:32]=[CH:33][CH:34]=3)=[CH:25][CH:24]=2)[C:8]2[C:20]3[C:19]4[C:14](=[CH:15][CH:16]=[CH:17][CH:18]=4)[C:13]([CH3:22])([CH3:21])[C:12]=3[C:11]([Br:41])=[CH:10][CH:9]=2)=[CH:5][CH:6]=1. (4) Given the reactants Br[C:2]1[C:8]([O:9][CH3:10])=[CH:7][CH:6]=[CH:5][C:3]=1[NH2:4], predict the reaction product. The product is: [CH3:10][O:9][C:8]1[C:2]2[C:3](=[N:4][C:2]3[C:3]([N:4]=2)=[CH:5][CH:6]=[CH:7][C:8]=3[O:9][CH3:10])[CH:5]=[CH:6][CH:7]=1. (5) Given the reactants I([O-])(=O)(=O)=[O:2].[Na+].[CH2:7]([S:11][CH2:12][CH2:13][CH2:14][C:15]([OH:17])=[O:16])[CH2:8][CH2:9][CH3:10], predict the reaction product. The product is: [CH2:7]([S:11]([CH2:12][CH2:13][CH2:14][C:15]([OH:17])=[O:16])=[O:2])[CH2:8][CH2:9][CH3:10]. (6) Given the reactants [CH:1]1([CH2:6][CH:7]([C:11]2[CH:16]=[CH:15][C:14]([C:17]3[C:26]4[C:21](=[CH:22][CH:23]=[CH:24][CH:25]=4)[CH:20]=[CH:19][CH:18]=3)=[CH:13][CH:12]=2)[C:8](O)=[O:9])[CH2:5][CH2:4][CH2:3][CH2:2]1.CN(C(ON1N=NC2C1=CC=CC=2)=[N+](C)C)C.F[P-](F)(F)(F)(F)F.C(N(CC)C(C)C)(C)C.[NH2:60][C:61]1[S:62][CH:63]=[CH:64][N:65]=1, predict the reaction product. The product is: [CH:1]1([CH2:6][CH:7]([C:11]2[CH:12]=[CH:13][C:14]([C:17]3[C:26]4[C:25](=[CH:24][CH:23]=[CH:22][CH:21]=4)[CH:20]=[CH:19][CH:18]=3)=[CH:15][CH:16]=2)[C:8]([NH:60][C:61]2[S:62][CH:63]=[CH:64][N:65]=2)=[O:9])[CH2:5][CH2:4][CH2:3][CH2:2]1. (7) Given the reactants [CH3:1][O:2][C:3]1[CH:4]=[C:5]([CH:8]=[CH:9][N:10]=1)[C:6]#[N:7].[C:11](OC)(=[O:19])[C:12]1[C:13](=[CH:15][CH:16]=[CH:17][CH:18]=1)[SH:14].C(N(CC)CC)C, predict the reaction product. The product is: [CH3:1][O:2][C:3]1[CH:4]=[C:5]([C:6]2[S:14][C:13]3[CH:15]=[CH:16][CH:17]=[CH:18][C:12]=3[C:11](=[O:19])[N:7]=2)[CH:8]=[CH:9][N:10]=1. (8) The product is: [CH2:7]([N:9]1[C:18]2[C:13](=[CH:14][C:15]([F:20])=[C:16]([N:1]3[CH2:6][CH2:5][NH:4][CH2:3][CH2:2]3)[CH:17]=2)[C:12](=[O:21])[N:11]([OH:22])[C:10]1=[O:23])[CH3:8]. Given the reactants [NH:1]1[CH2:6][CH2:5][NH:4][CH2:3][CH2:2]1.[CH2:7]([N:9]1[C:18]2[C:13](=[CH:14][C:15]([F:20])=[C:16](F)[CH:17]=2)[C:12](=[O:21])[N:11]([OH:22])[C:10]1=[O:23])[CH3:8].C(N(CC)CC)C, predict the reaction product.